Dataset: Catalyst prediction with 721,799 reactions and 888 catalyst types from USPTO. Task: Predict which catalyst facilitates the given reaction. (1) Reactant: [Br:1][C:2]1[C:3]([O:12][CH2:13][CH:14]2[CH2:16][CH2:15]2)=[CH:4][C:5](=[O:11])[N:6]([CH2:8][S:9][CH3:10])[CH:7]=1.C1C=C(Cl)C=C(C(OO)=[O:25])C=1.[OH2:28]. Product: [Br:1][C:2]1[C:3]([O:12][CH2:13][CH:14]2[CH2:16][CH2:15]2)=[CH:4][C:5](=[O:11])[N:6]([CH2:8][S:9]([CH3:10])(=[O:25])=[O:28])[CH:7]=1. The catalyst class is: 2. (2) Reactant: [CH3:1][C:2]1[C:3]([NH:17]C(=O)C(F)(F)F)=[C:4](C(OC)=O)[S:5][C:6]=1[C:7]1[CH:12]=[CH:11][CH:10]=[CH:9][CH:8]=1.[OH-].[Na+].Cl. Product: [CH3:1][C:2]1[C:3]([NH2:17])=[CH:4][S:5][C:6]=1[C:7]1[CH:12]=[CH:11][CH:10]=[CH:9][CH:8]=1. The catalyst class is: 14. (3) Reactant: [Br-].C1([P+](C2C=CC=CC=2)(C2C=CC=CC=2)[CH2:9][C:10]2[CH:15]=[CH:14][C:13]([C:16]([F:19])([F:18])[F:17])=[CH:12][CH:11]=2)C=CC=CC=1.[H-].[Na+].[CH:34]([O:36][CH:37]1[CH2:42][CH2:41][N:40]([C:43]([O:45][CH2:46][C:47]2[CH:52]=[CH:51][CH:50]=[CH:49][CH:48]=2)=[O:44])[CH2:39][CH2:38]1)=O.O. Product: [F:19][C:16]([F:17])([F:18])[C:13]1[CH:12]=[CH:11][C:10]([CH:9]=[CH:34][O:36][CH:37]2[CH2:42][CH2:41][N:40]([C:43]([O:45][CH2:46][C:47]3[CH:52]=[CH:51][CH:50]=[CH:49][CH:48]=3)=[O:44])[CH2:39][CH2:38]2)=[CH:15][CH:14]=1. The catalyst class is: 16. (4) The catalyst class is: 3. Product: [CH:28]1[C:29]2[CH:30]([CH2:32][O:33][C:34]([N:36]3[C:47]4[C:39](=[C:40]5[C:44](=[CH:45][CH:46]=4)[NH:43][CH:2]([C:3]([O:5][C:6]4[C:11]([F:12])=[C:10]([F:13])[C:9]([F:14])=[C:8]([F:15])[C:7]=4[F:16])=[O:4])[CH2:41]5)[CH:38]=[CH:37]3)=[O:35])[C:31]3[C:23](=[CH:22][CH:21]=[CH:20][CH:19]=3)[C:24]=2[CH:25]=[CH:26][CH:27]=1. Reactant: F[C:2](F)(F)[C:3]([O:5][C:6]1[C:11]([F:12])=[C:10]([F:13])[C:9]([F:14])=[C:8]([F:15])[C:7]=1[F:16])=[O:4].[CH:19]1[C:31]2[CH:30]([CH2:32][O:33][C:34]([N:36]3[C:47]4[C:39](=[C:40]5[C:44](=[CH:45][CH:46]=4)[NH:43]C(C(O)=O)[CH2:41]5)[CH:38]=[CH:37]3)=[O:35])[C:29]3[C:24](=[CH:25][CH:26]=[CH:27][CH:28]=3)[C:23]=2[CH:22]=[CH:21][CH:20]=1.C(N(CC)CC)C.